From a dataset of Reaction yield outcomes from USPTO patents with 853,638 reactions. Predict the reaction yield, written as a fraction of the theoretical maximum amount of product (1.0 means a 100% yield; for example, 0.34 means a 34% yield). (1) The catalyst is C(O)C.N1CCCCC1. The yield is 0.360. The reactants are [CH3:1][O:2][C:3]1[CH:4]=[C:5]([C:9]2[CH:17]=[CH:16][CH:15]=[C:14]3[C:10]=2[CH2:11][C:12](=[O:18])[NH:13]3)[CH:6]=[CH:7][CH:8]=1.[CH3:19][C@H:20]1[NH:25][C@@H:24]([CH3:26])[CH2:23][N:22]([C:27]([C:29]2[C:30]([CH3:36])=[C:31]([CH:34]=O)[NH:32][CH:33]=2)=[O:28])[CH2:21]1. The product is [CH3:26][C@H:24]1[NH:25][C@@H:20]([CH3:19])[CH2:21][N:22]([C:27]([C:29]2[C:30]([CH3:36])=[C:31]([CH:34]=[C:11]3[C:10]4[C:14](=[CH:15][CH:16]=[CH:17][C:9]=4[C:5]4[CH:6]=[CH:7][CH:8]=[C:3]([O:2][CH3:1])[CH:4]=4)[NH:13][C:12]3=[O:18])[NH:32][CH:33]=2)=[O:28])[CH2:23]1. (2) The reactants are [Br:1][C:2]1[C:3](=[O:28])[N:4]([CH2:19][C:20]2[CH:25]=[CH:24][N:23]=[C:22]([S:26][CH3:27])[N:21]=2)[C:5]([CH3:18])=[CH:6][C:7]=1[O:8][CH2:9][C:10]1[CH:15]=[CH:14][C:13]([F:16])=[CH:12][C:11]=1[F:17].[OH2:29].[OH2:30].O.O.O.O.C(O[O-])(=O)C1C(=CC=CC=1)C([O-])=O.[Mg+2].O. The catalyst is C(#N)C. The product is [Br:1][C:2]1[C:3](=[O:28])[N:4]([CH2:19][C:20]2[CH:25]=[CH:24][N:23]=[C:22]([S:26]([CH3:27])(=[O:30])=[O:29])[N:21]=2)[C:5]([CH3:18])=[CH:6][C:7]=1[O:8][CH2:9][C:10]1[CH:15]=[CH:14][C:13]([F:16])=[CH:12][C:11]=1[F:17]. The yield is 0.900. (3) The reactants are [C@H:1]1(C=CC=[CH:5][C@@H:3]1[OH:4])[OH:2].[CH2-:9][C:10]([CH3:12])=[O:11].ClC1C(C(OO)=[O:21])=CC=CC=1. The catalyst is C1(C)C=CC=CC=1. The product is [CH:12]1[CH:10]([OH:11])[CH:9]([OH:21])[CH:1]([OH:2])[CH:3]([OH:4])[CH:5]=1. The yield is 1.00. (4) The reactants are [F-].C([N+](CCCC)(CCCC)CCCC)CCC.[Si]([O:26][C:27]1[C:36]2[C:31](=[CH:32][CH:33]=[CH:34][CH:35]=2)[C:30]([CH2:37][CH2:38][CH2:39][CH2:40][NH:41][C:42](=[O:51])[O:43][CH2:44][C:45]2[CH:50]=[CH:49][CH:48]=[CH:47][CH:46]=2)=[CH:29][CH:28]=1)(C(C)(C)C)(C)C. The catalyst is C1COCC1. The product is [OH:26][C:27]1[C:36]2[C:31](=[CH:32][CH:33]=[CH:34][CH:35]=2)[C:30]([CH2:37][CH2:38][CH2:39][CH2:40][NH:41][C:42](=[O:51])[O:43][CH2:44][C:45]2[CH:50]=[CH:49][CH:48]=[CH:47][CH:46]=2)=[CH:29][CH:28]=1. The yield is 0.610. (5) The reactants are [NH2:1][C:2]1[N:3]=[CH:4][C:5]2[CH:11]=[C:10]([C:12]3[CH:17]=[CH:16][C:15]([C:18]4[CH:23]=[N:22][CH:21]=[C:20]([CH3:24])[N:19]=4)=[CH:14][C:13]=3[Cl:25])[C:9](=[O:26])[N:8]([CH2:27][CH:28]3[O:33][CH2:32][CH:31]([NH:34]C(=O)OC(C)(C)C)[CH2:30][O:29]3)[C:6]=2[N:7]=1.C(O)(C(F)(F)F)=O. The catalyst is C(Cl)Cl. The product is [NH2:1][C:2]1[N:3]=[CH:4][C:5]2[CH:11]=[C:10]([C:12]3[CH:17]=[CH:16][C:15]([C:18]4[CH:23]=[N:22][CH:21]=[C:20]([CH3:24])[N:19]=4)=[CH:14][C:13]=3[Cl:25])[C:9](=[O:26])[N:8]([CH2:27][CH:28]3[O:29][CH2:30][CH:31]([NH2:34])[CH2:32][O:33]3)[C:6]=2[N:7]=1. The yield is 0.120. (6) The reactants are Br[N:2]1[C:10]2[C:5](=[CH:6][CH:7]=[CH:8][CH:9]=2)[CH:4]=[C:3]1[CH:11]1[CH2:16][CH2:15][CH2:14][CH2:13][CH2:12]1.[CH3:17][O:18][C:19]1[N:24]=[CH:23][C:22](B(O)O)=[C:21]([CH3:28])[CH:20]=1.C(=O)([O-])[O-].[K+].[K+].O. The catalyst is O1CCOCC1.C1C=CC([P]([Pd]([P](C2C=CC=CC=2)(C2C=CC=CC=2)C2C=CC=CC=2)([P](C2C=CC=CC=2)(C2C=CC=CC=2)C2C=CC=CC=2)[P](C2C=CC=CC=2)(C2C=CC=CC=2)C2C=CC=CC=2)(C2C=CC=CC=2)C2C=CC=CC=2)=CC=1. The product is [CH:11]1([C:3]2[NH:2][C:10]3[C:5]([CH:4]=2)=[CH:6][C:7]([C:22]2[CH:23]=[N:24][C:19]([O:18][CH3:17])=[CH:20][C:21]=2[CH3:28])=[CH:8][CH:9]=3)[CH2:16][CH2:15][CH2:14][CH2:13][CH2:12]1. The yield is 0.730. (7) The reactants are [CH2:1]([CH:3]1[CH2:7][NH:6][N:5]=[CH:4]1)[CH3:2].[CH2:8]([N:10]=[C:11]=[S:12])[CH3:9]. The catalyst is C(O)C. The product is [CH2:8]([NH:10][C:11]([N:5]1[CH2:4][CH:3]([CH2:1][CH3:2])[CH:7]=[N:6]1)=[S:12])[CH3:9]. The yield is 0.360. (8) The reactants are [Cl:1][C:2]1[CH:7]=[C:6]([CH2:8][N:9]([C:13]2[CH:18]=[CH:17][C:16]([Cl:19])=[CH:15][C:14]=2[CH:20]=[CH2:21])[C:10](=[O:12])[CH3:11])[C:5](I)=[CH:4][N:3]=1.C(N1C2C=CC=CC=2C=CC2N=C(Cl)C(F)=CC=2C1)(=O)C. No catalyst specified. The product is [Cl:1][C:2]1[N:3]=[CH:4][C:5]2[CH:21]=[CH:20][C:14]3[CH:15]=[C:16]([Cl:19])[CH:17]=[CH:18][C:13]=3[N:9]([C:10](=[O:12])[CH3:11])[CH2:8][C:6]=2[CH:7]=1. The yield is 0.730.